Dataset: Catalyst prediction with 721,799 reactions and 888 catalyst types from USPTO. Task: Predict which catalyst facilitates the given reaction. (1) Reactant: [NH:1]([C:18]([O:20][CH2:21][C:22]1[CH:27]=[CH:26][CH:25]=[CH:24][CH:23]=1)=[O:19])[C@@H:2]([C:8]([O:10][CH2:11][C:12]1[CH:17]=[CH:16][CH:15]=[CH:14][CH:13]=1)=[O:9])[CH2:3][CH2:4][C:5](=[O:7])O.ON1C(=O)CCC1=O.CCN=C=NCCCN(C)C.Cl.Cl.[NH2:49][C@@H:50]([C:61]([OH:63])=[O:62])[CH2:51][C:52]1[C:60]2[C:55](=[CH:56][CH:57]=[CH:58][CH:59]=2)[NH:54][CH:53]=1.CCN(C(C)C)C(C)C. Product: [NH:1]([C:18]([O:20][CH2:21][C:22]1[CH:27]=[CH:26][CH:25]=[CH:24][CH:23]=1)=[O:19])[C@@H:2]([C:8]([O:10][CH2:11][C:12]1[CH:17]=[CH:16][CH:15]=[CH:14][CH:13]=1)=[O:9])[CH2:3][CH2:4][C:5]([NH:49][C@@H:50]([C:61]([OH:63])=[O:62])[CH2:51][C:52]1[C:60]2[C:55](=[CH:56][CH:57]=[CH:58][CH:59]=2)[NH:54][CH:53]=1)=[O:7]. The catalyst class is: 3. (2) Reactant: [OH:1][CH2:2][C:3]1[CH:4]=[C:5]([C:16](=[O:18])[CH3:17])[CH:6]=[C:7]([CH2:9][C:10]2[CH:15]=[CH:14][CH:13]=[CH:12][N:11]=2)[CH:8]=1.[Cl-].[Al+3].[Cl-].[Cl-].BrBr.[Cl:25][C:26]1[C:31](NC)=[CH:30][CH:29]=[CH:28][N:27]=1.[CH:34]([N:37](C(C)C)CC)(C)C.Cl[C:44]([O:46][CH2:47][C:48]1[CH:53]=[CH:52][CH:51]=[CH:50][CH:49]=1)=[O:45]. Product: [CH2:47]([O:46][C:44](=[O:45])[N:37]([CH2:34][C:31]1[C:26]([Cl:25])=[N:27][CH:28]=[CH:29][CH:30]=1)[CH2:17][C:16]([C:5]1[CH:6]=[C:7]([CH2:9][C:10]2[CH:15]=[CH:14][CH:13]=[CH:12][N:11]=2)[CH:8]=[C:3]([CH2:2][OH:1])[CH:4]=1)=[O:18])[C:48]1[CH:53]=[CH:52][CH:51]=[CH:50][CH:49]=1. The catalyst class is: 887. (3) Reactant: [Cl:1][C:2]1[CH:10]=[C:9]([C:11]([NH:13][CH:14]([C:16]2[NH:20][C:19]3[CH:21]=[CH:22][C:23]([Cl:25])=[CH:24][C:18]=3[N:17]=2)[CH3:15])=[O:12])[CH:8]=[CH:7][C:3]=1[C:4](O)=[O:5].[NH2:26][CH2:27][CH2:28][CH2:29][NH:30][CH2:31][CH3:32].C(N(C(C)C)CC)(C)C.ClCl. The catalyst class is: 16. Product: [NH2:26][CH2:27][CH2:28][CH2:29][N:30]([CH2:31][CH3:32])[C:4]([C:3]1[CH:7]=[CH:8][C:9]([C:11]([NH:13][CH:14]([C:16]2[NH:20][C:19]3[CH:21]=[CH:22][C:23]([Cl:25])=[CH:24][C:18]=3[N:17]=2)[CH3:15])=[O:12])=[CH:10][C:2]=1[Cl:1])=[O:5].